Dataset: Retrosynthesis with 50K atom-mapped reactions and 10 reaction types from USPTO. Task: Predict the reactants needed to synthesize the given product. (1) The reactants are: C#CC(OCC)OCC.C[Si](C)(C)CN=[N+]=[N-]. Given the product CCOC(OCC)c1cn(C[Si](C)(C)C)nn1, predict the reactants needed to synthesize it. (2) Given the product COc1ccccc1Oc1c(NS(=O)(=O)c2ccc(C(C)(C)C)cc2)nc(-c2ncccn2)nc1OCCO, predict the reactants needed to synthesize it. The reactants are: COc1ccccc1Oc1c(Cl)nc(-c2ncccn2)nc1NS(=O)(=O)c1ccc(C(C)(C)C)cc1.OCCO.